Predict the product of the given reaction. From a dataset of Forward reaction prediction with 1.9M reactions from USPTO patents (1976-2016). (1) Given the reactants [C:1]([C:3]1[CH:13]=[CH:12][C:6]([C:7]([N:9]([CH3:11])[CH3:10])=[O:8])=[CH:5][CH:4]=1)#[N:2].C(=O)([O-])[O-].[K+].[K+].Cl.[NH2:21][OH:22], predict the reaction product. The product is: [OH:22][NH:21][C:1]([C:3]1[CH:13]=[CH:12][C:6]([C:7]([N:9]([CH3:11])[CH3:10])=[O:8])=[CH:5][CH:4]=1)=[NH:2]. (2) Given the reactants [OH:1][CH:2]1[CH2:7][CH2:6][CH:5]([C:8]([O:10][CH2:11][CH3:12])=[O:9])[CH2:4][CH2:3]1.[CH3:13][C:14]1[CH:19]=[CH:18][C:17]([S:20](Cl)(=[O:22])=[O:21])=[CH:16][CH:15]=1.C(N(CC)CC)C, predict the reaction product. The product is: [S:20]([O:1][CH:2]1[CH2:3][CH2:4][CH:5]([C:8]([O:10][CH2:11][CH3:12])=[O:9])[CH2:6][CH2:7]1)([C:17]1[CH:18]=[CH:19][C:14]([CH3:13])=[CH:15][CH:16]=1)(=[O:22])=[O:21]. (3) Given the reactants C([O:3][C:4]([C:6]1[CH:11]=[CH:10][C:9]([C:12]2[CH:17]=[CH:16][CH:15]=[C:14]([C:18](=[O:32])[NH:19][C:20]3[CH:25]=[CH:24][C:23]([N:26]4[CH2:31][CH2:30][O:29][CH2:28][CH2:27]4)=[CH:22][CH:21]=3)[CH:13]=2)=[CH:8][CH:7]=1)=[O:5])C, predict the reaction product. The product is: [N:26]1([C:23]2[CH:24]=[CH:25][C:20]([NH:19][C:18]([C:14]3[CH:13]=[C:12]([C:9]4[CH:10]=[CH:11][C:6]([C:4]([OH:5])=[O:3])=[CH:7][CH:8]=4)[CH:17]=[CH:16][CH:15]=3)=[O:32])=[CH:21][CH:22]=2)[CH2:31][CH2:30][O:29][CH2:28][CH2:27]1. (4) Given the reactants [Cl:1][C:2]1(C(O)=O)C=C[C:5](C)=[CH:4][CH2:3]1.B.[CH2:13]1[CH2:17][O:16][CH2:15][CH2:14]1, predict the reaction product. The product is: [Cl:1][CH2:2][C:3]1[CH:15]=[CH:14][C:13]([CH2:17][OH:16])=[CH:5][CH:4]=1. (5) Given the reactants CC1(C)O[C:6](=[O:8])[C:5](=[CH:9][NH:10][C:11]2[CH:15]=[CH:14][N:13]([CH3:16])[N:12]=2)C(=O)O1.C1(OC2C=CC=CC=2)C=CC=CC=1, predict the reaction product. The product is: [CH3:16][N:13]1[CH:14]=[C:15]2[C:11]([NH:10][CH:9]=[CH:5][C:6]2=[O:8])=[N:12]1. (6) Given the reactants [CH3:1][C:2]1[CH:28]=[CH:27][C:5]([NH:6][C:7]2[CH:15]=[C:14]([C:16]([OH:18])=O)[C:13]([NH:19][C:20]3[CH:25]=[CH:24][C:23]([CH3:26])=[CH:22][CH:21]=3)=[CH:12][C:8]=2[C:9](O)=[O:10])=[CH:4][CH:3]=1.CO, predict the reaction product. The product is: [CH3:1][C:2]1[CH:28]=[CH:27][C:5]2[NH:6][C:7]3[C:8]([C:9](=[O:10])[C:4]=2[CH:3]=1)=[CH:12][C:13]1[NH:19][C:20]2[CH:25]=[CH:24][C:23]([CH3:26])=[CH:22][C:21]=2[C:16](=[O:18])[C:14]=1[CH:15]=3. (7) Given the reactants C(O[BH-](OC(=O)C)OC(=O)C)(=O)C.[Na+].Cl.[NH2:16][C@H:17]([C:32]1[CH:37]=[CH:36][C:35]([Cl:38])=[CH:34][CH:33]=1)[C@@H:18]([C:24]1[CH:29]=[CH:28][C:27]([F:30])=[C:26]([Cl:31])[CH:25]=1)[CH2:19][CH2:20][C:21]([OH:23])=O.[CH3:39][C:40]([CH3:42])=O.ClC(Cl)C, predict the reaction product. The product is: [Cl:31][C:26]1[CH:25]=[C:24]([C@@H:18]2[C@@H:17]([C:32]3[CH:33]=[CH:34][C:35]([Cl:38])=[CH:36][CH:37]=3)[N:16]([CH:40]([CH3:42])[CH3:39])[C:21](=[O:23])[CH2:20][CH2:19]2)[CH:29]=[CH:28][C:27]=1[F:30]. (8) Given the reactants [NH2:1][C:2]1[N:7]=[C:6]([S:8]([NH:11][C:12]([C:14]2[C:15](Cl)=[N:16][C:17]([Cl:20])=[N:18][CH:19]=2)=[O:13])(=[O:10])=[O:9])[CH:5]=[CH:4][CH:3]=1.Cl.[CH3:23][C:24]1([CH3:30])[CH2:28][C@H:27]([CH3:29])[CH2:26][NH:25]1.C(=O)([O-])[O-].[K+].[K+], predict the reaction product. The product is: [NH2:1][C:2]1[N:7]=[C:6]([S:8]([NH:11][C:12]([C:14]2[C:15]([N:25]3[CH2:26][C@@H:27]([CH3:29])[CH2:28][C:24]3([CH3:30])[CH3:23])=[N:16][C:17]([Cl:20])=[N:18][CH:19]=2)=[O:13])(=[O:10])=[O:9])[CH:5]=[CH:4][CH:3]=1.